Dataset: Full USPTO retrosynthesis dataset with 1.9M reactions from patents (1976-2016). Task: Predict the reactants needed to synthesize the given product. (1) Given the product [C:46]([N:5]1[CH2:6][CH2:7][CH:8]([CH2:11][CH2:12][CH2:13][CH2:14][NH:15][C:16]([N:18]2[CH2:26][C:25]3[C:20](=[CH:21][CH:22]=[CH:23][CH:24]=3)[CH2:19]2)=[O:17])[CH2:9][CH2:10]1)(=[O:51])[C:43]1[CH:44]=[CH:45][CH:40]=[CH:41][CH:42]=1, predict the reactants needed to synthesize it. The reactants are: C(Cl)(=O)C.[NH:5]1[CH2:10][CH2:9][CH:8]([CH2:11][CH2:12][CH2:13][CH2:14][NH:15][C:16]([N:18]2[CH2:26][C:25]3[C:20](=[CH:21][CH:22]=[CH:23][CH:24]=3)[CH2:19]2)=[O:17])[CH2:7][CH2:6]1.NC1C=C2C(=CC=1)CN(C(N[C:40]1[CH:45]=[CH:44][C:43]([C:46](=[O:51])NCCC)=[CH:42][CH:41]=1)=O)C2. (2) Given the product [OH:8][CH2:9][CH2:10][C:11]([NH:13][C:14]1[CH:15]=[C:16]2[C:20](=[CH:21][CH:22]=1)[NH:19][N:18]=[CH:17]2)=[O:12], predict the reactants needed to synthesize it. The reactants are: C([O:8][CH2:9][CH2:10][C:11]([NH:13][C:14]1[CH:15]=[C:16]2[C:20](=[CH:21][CH:22]=1)[NH:19][N:18]=[CH:17]2)=[O:12])C1C=CC=CC=1.Cl. (3) The reactants are: [C:1]([N:4]([C:8]1[CH:17]=[C:16]2[C:11]([CH:12]=[C:13]([C:21]3[CH:26]=[C:25]([NH:27][C:28]([NH:30][C:31]4[CH:36]=[CH:35][CH:34]=[CH:33][CH:32]=4)=[O:29])[C:24]([F:37])=[CH:23][C:22]=3[F:38])[C:14](=[O:20])[N:15]2[CH2:18][CH3:19])=[CH:10][N:9]=1)C(=O)C)(=[O:3])[CH3:2].C([O-])([O-])=O.[K+].[K+].O. Given the product [C:1]([NH:4][C:8]1[CH:17]=[C:16]2[C:11]([CH:12]=[C:13]([C:21]3[C:22]([F:38])=[CH:23][C:24]([F:37])=[C:25]([NH:27][C:28]([NH:30][C:31]4[CH:32]=[CH:33][CH:34]=[CH:35][CH:36]=4)=[O:29])[CH:26]=3)[C:14](=[O:20])[N:15]2[CH2:18][CH3:19])=[CH:10][N:9]=1)(=[O:3])[CH3:2], predict the reactants needed to synthesize it. (4) Given the product [C:17]1([S:23][C:2]2[CH:15]=[CH:14][C:13]3[S:12][C:11]4[C:6](=[CH:7][CH:8]=[CH:9][CH:10]=4)[C:5](=[O:16])[C:4]=3[CH:3]=2)[CH:22]=[CH:21][CH:20]=[CH:19][CH:18]=1, predict the reactants needed to synthesize it. The reactants are: Cl[C:2]1[CH:15]=[CH:14][C:13]2[S:12][C:11]3[C:6](=[CH:7][CH:8]=[CH:9][CH:10]=3)[C:5](=[O:16])[C:4]=2[CH:3]=1.[C:17]1([SH:23])[CH:22]=[CH:21][CH:20]=[CH:19][CH:18]=1.[OH-].[K+]. (5) Given the product [C:1]([O:5][C:6](=[O:18])[N:7]([CH3:8])[CH2:9][CH2:10][CH2:11][CH:12]1[CH2:17][CH2:16][CH:15]2[CH:14]([O:27]2)[CH2:13]1)([CH3:4])([CH3:2])[CH3:3], predict the reactants needed to synthesize it. The reactants are: [C:1]([O:5][C:6](=[O:18])[N:7]([CH2:9][CH2:10][CH2:11][CH:12]1[CH2:17][CH2:16][CH:15]=[CH:14][CH2:13]1)[CH3:8])([CH3:4])([CH3:3])[CH3:2].ClC1C=CC=C(C(OO)=[O:27])C=1. (6) Given the product [CH3:3][C:4]1([CH3:12])[N:8]([CH3:13])[C:7](=[O:9])[C:6]([CH3:11])([CH3:10])[NH:5]1, predict the reactants needed to synthesize it. The reactants are: CI.[CH3:3][C:4]1([CH3:12])[NH:8][C:7](=[O:9])[C:6]([CH3:11])([CH3:10])[NH:5]1.[CH3:13]C(C)([O-])C.[K+]. (7) Given the product [Cl:14][C:6]1[CH:5]=[C:4]([CH:15]([CH2:21][CH:22]2[CH2:24][CH2:23]2)[C:16]([O:18][CH2:19][CH3:20])=[O:17])[CH:3]=[C:2]([C:29]2[CH:30]=[CH:31][C:26]([CH3:25])=[CH:27][CH:28]=2)[C:7]=1[O:8][CH2:9][C:10]([F:13])([F:12])[F:11], predict the reactants needed to synthesize it. The reactants are: Br[C:2]1[CH:3]=[C:4]([CH:15]([CH2:21][CH:22]2[CH2:24][CH2:23]2)[C:16]([O:18][CH2:19][CH3:20])=[O:17])[CH:5]=[C:6]([Cl:14])[C:7]=1[O:8][CH2:9][C:10]([F:13])([F:12])[F:11].[CH3:25][C:26]1[CH:31]=[CH:30][C:29](B(O)O)=[CH:28][CH:27]=1.[F-].[Cs+]. (8) The reactants are: [C:1]([N:5]1[C:9](=[O:10])[C:8]([NH:11][CH2:12][CH2:13][CH2:14]Cl)=[C:7]([C:16]2[CH:21]=[CH:20][CH:19]=[CH:18][CH:17]=2)[S:6]1(=[O:23])=[O:22])([CH3:4])([CH3:3])[CH3:2].[C:24]1([SH:30])[CH:29]=[CH:28][CH:27]=[CH:26][CH:25]=1. Given the product [C:1]([N:5]1[C:9](=[O:10])[C:8]([NH:11][CH2:12][CH2:13][CH2:14][S:30][C:24]2[CH:29]=[CH:28][CH:27]=[CH:26][CH:25]=2)=[C:7]([C:16]2[CH:21]=[CH:20][CH:19]=[CH:18][CH:17]=2)[S:6]1(=[O:23])=[O:22])([CH3:4])([CH3:3])[CH3:2], predict the reactants needed to synthesize it. (9) Given the product [CH3:17][O:18][C:19](=[O:26])[C:20]([CH3:25])([CH3:24])[CH2:21][C:22]1[O:15][N:14]=[C:13]([CH:8]([NH:7][C:6]([O:5][C:1]([CH3:3])([CH3:2])[CH3:4])=[O:16])[CH2:9][CH:10]([CH3:12])[CH3:11])[CH:23]=1, predict the reactants needed to synthesize it. The reactants are: [C:1]([O:5][C:6](=[O:16])[NH:7][CH:8]([CH:13]=[N:14][OH:15])[CH2:9][CH:10]([CH3:12])[CH3:11])([CH3:4])([CH3:3])[CH3:2].[CH3:17][O:18][C:19](=[O:26])[C:20]([CH3:25])([CH3:24])[CH2:21][C:22]#[CH:23].